The task is: Predict the reaction yield, written as a fraction of the theoretical maximum amount of product (1.0 means a 100% yield; for example, 0.34 means a 34% yield).. This data is from Reaction yield outcomes from USPTO patents with 853,638 reactions. (1) The reactants are [CH2:1]([N:5]1[C:13](=[O:14])[C:12]2[N:11](CC=C)[C:10]([C:18]#[N:19])=[N:9][C:8]=2[N:7]([CH2:20][CH2:21][CH2:22][CH3:23])[C:6]1=[O:24])[CH2:2][CH2:3][CH3:4]. The catalyst is C1COCC1.CS(C)=O.C1C=CC([P]([Pd]([P](C2C=CC=CC=2)(C2C=CC=CC=2)C2C=CC=CC=2)([P](C2C=CC=CC=2)(C2C=CC=CC=2)C2C=CC=CC=2)[P](C2C=CC=CC=2)(C2C=CC=CC=2)C2C=CC=CC=2)(C2C=CC=CC=2)C2C=CC=CC=2)=CC=1. The product is [CH2:1]([N:5]1[C:13](=[O:14])[C:12]2[NH:11][C:10]([C:18]#[N:19])=[N:9][C:8]=2[N:7]([CH2:20][CH2:21][CH2:22][CH3:23])[C:6]1=[O:24])[CH2:2][CH2:3][CH3:4]. The yield is 0.240. (2) The yield is 0.390. The product is [Cl:9][C:8]1[N:7]=[C:14]([Cl:15])[N:13]=[C:11]([N:1]2[CH2:6][CH2:5][O:4][CH2:3][CH2:2]2)[N:10]=1. The reactants are [NH:1]1[CH2:6][CH2:5][O:4][CH2:3][CH2:2]1.[N:7]1[C:14]([Cl:15])=[N:13][C:11](Cl)=[N:10][C:8]=1[Cl:9]. The catalyst is C(Cl)(Cl)Cl.O. (3) The reactants are [OH:1][C@H:2]1[CH2:7][CH2:6][C@H:5]([NH:8][C:9]2[N:14]=[C:13]([CH:15]=O)[CH:12]=[C:11]([NH:17][C:18]3[S:19][C:20]4[C:25]([N:26]=3)=[CH:24][CH:23]=[CH:22][N:21]=4)[N:10]=2)[CH2:4][CH2:3]1.[OH-].[K+].[CH3:29][C:30]1[CH2:31][CH2:32][C:33](=[O:36])[NH:34][N:35]=1.Cl. The catalyst is C(O)C. The product is [OH:1][C@H:2]1[CH2:7][CH2:6][C@H:5]([NH:8][C:9]2[N:14]=[C:13]([CH2:15][C:32]3[C:33](=[O:36])[NH:34][N:35]=[C:30]([CH3:29])[CH:31]=3)[CH:12]=[C:11]([NH:17][C:18]3[S:19][C:20]4[C:25]([N:26]=3)=[CH:24][CH:23]=[CH:22][N:21]=4)[N:10]=2)[CH2:4][CH2:3]1. The yield is 0.250. (4) The reactants are [S:1]1[CH:5]=[C:4]([CH:6]=[O:7])[C:3]2[CH:8]=[CH:9][CH:10]=[CH:11][C:2]1=2.[Li+].[Cl-].[Cl:14][C:15]1[CH:20]=[CH:19][C:18](I)=[CH:17][CH:16]=1. The catalyst is C1COCC1.C1C=CC(/C=C/C(/C=C/C2C=CC=CC=2)=O)=CC=1.C1C=CC(/C=C/C(/C=C/C2C=CC=CC=2)=O)=CC=1.[Pd]. The product is [Cl:14][C:15]1[CH:20]=[CH:19][C:18]([C:5]2[S:1][C:2]3[CH:11]=[CH:10][CH:9]=[CH:8][C:3]=3[C:4]=2[CH:6]=[O:7])=[CH:17][CH:16]=1. The yield is 0.870. (5) The reactants are [F:1][C:2]1[C:35]([F:36])=[CH:34][CH:33]=[CH:32][C:3]=1[CH2:4][NH:5][C:6](=[O:31])[N:7]([C@H:9]([CH2:16][O:17][C:18](=[O:30])[NH:19][C:20]1[N:21]=[CH:22][C:23]2[C:28]([CH:29]=1)=[CH:27][CH:26]=[CH:25][CH:24]=2)[CH2:10][CH2:11][C:12](OC)=[O:13])[CH3:8].[H-].[H-].[H-].[H-].[Li+].[Al+3]. The catalyst is C1COCC1. The product is [CH:22]1[C:23]2[C:28](=[CH:27][CH:26]=[CH:25][CH:24]=2)[CH:29]=[C:20]([NH:19][C:18](=[O:30])[O:17][CH2:16][C@@H:9]([N:7]([CH3:8])[C:6]([NH:5][CH2:4][C:3]2[CH:32]=[CH:33][CH:34]=[C:35]([F:36])[C:2]=2[F:1])=[O:31])[CH2:10][CH2:11][CH2:12][OH:13])[N:21]=1. The yield is 0.550.